This data is from Peptide-MHC class I binding affinity with 185,985 pairs from IEDB/IMGT. The task is: Regression. Given a peptide amino acid sequence and an MHC pseudo amino acid sequence, predict their binding affinity value. This is MHC class I binding data. (1) The peptide sequence is AQYKCVTIK. The MHC is HLA-A11:01 with pseudo-sequence HLA-A11:01. The binding affinity (normalized) is 0.665. (2) The peptide sequence is ETKLGKAGY. The MHC is HLA-B35:01 with pseudo-sequence HLA-B35:01. The binding affinity (normalized) is 0. (3) The peptide sequence is RKAKIIRDY. The MHC is HLA-A24:02 with pseudo-sequence HLA-A24:02. The binding affinity (normalized) is 0. (4) The peptide sequence is MMNITRLEVI. The MHC is HLA-A02:02 with pseudo-sequence HLA-A02:02. The binding affinity (normalized) is 0.589. (5) The peptide sequence is WMIHTLEAL. The MHC is BoLA-D18.4 with pseudo-sequence BoLA-D18.4. The binding affinity (normalized) is 0.465.